Dataset: Catalyst prediction with 721,799 reactions and 888 catalyst types from USPTO. Task: Predict which catalyst facilitates the given reaction. Reactant: [CH:1]1([NH:4][CH2:5][C:6]2[S:10][C:9](B(O)O)=[CH:8][CH:7]=2)[CH2:3][CH2:2]1.Br[C:15]1[CH:16]=[C:17]2[C:21](=[C:22]([C:24]([NH2:26])=[O:25])[CH:23]=1)[NH:20][CH:19]=[C:18]2[CH:27]1[CH2:32][CH2:31][N:30]([S:33]([CH2:36][CH3:37])(=[O:35])=[O:34])[CH2:29][CH2:28]1.C(=O)([O-])[O-].[K+].[K+]. Product: [CH:1]1([NH:4][CH2:5][C:6]2[S:10][C:9]([C:15]3[CH:16]=[C:17]4[C:21](=[C:22]([C:24]([NH2:26])=[O:25])[CH:23]=3)[NH:20][CH:19]=[C:18]4[CH:27]3[CH2:28][CH2:29][N:30]([S:33]([CH2:36][CH3:37])(=[O:34])=[O:35])[CH2:31][CH2:32]3)=[CH:8][CH:7]=2)[CH2:3][CH2:2]1. The catalyst class is: 73.